From a dataset of Catalyst prediction with 721,799 reactions and 888 catalyst types from USPTO. Predict which catalyst facilitates the given reaction. Reactant: [CH2:1]([C:3]1[CH:4]=[C:5]([CH:24]=[CH:25][C:26]=1[O:27][CH3:28])[O:6][C:7]1[CH:12]=[CH:11][C:10]([C:13](=[O:23])[CH2:14][CH2:15][C:16]([O:18]C(C)(C)C)=[O:17])=[CH:9][CH:8]=1)[CH3:2].C(O)(C(F)(F)F)=O. Product: [CH2:1]([C:3]1[CH:4]=[C:5]([CH:24]=[CH:25][C:26]=1[O:27][CH3:28])[O:6][C:7]1[CH:8]=[CH:9][C:10]([C:13](=[O:23])[CH2:14][CH2:15][C:16]([OH:18])=[O:17])=[CH:11][CH:12]=1)[CH3:2]. The catalyst class is: 2.